Task: Predict the product of the given reaction.. Dataset: Forward reaction prediction with 1.9M reactions from USPTO patents (1976-2016) (1) Given the reactants [N:1]1[N:2]=[C:3]([C:10]2[CH:19]=[CH:18][C:17]3[C:12](=[C:13]([O:20][CH:21]4[CH2:27][CH2:26][CH2:25][N:24](C(OC(C)(C)C)=O)[CH2:23][CH:22]4[F:35])[CH:14]=[CH:15][CH:16]=3)[N:11]=2)[N:4]2[CH:9]=[CH:8][CH:7]=[CH:6][C:5]=12.[ClH:36], predict the reaction product. The product is: [ClH:36].[ClH:36].[N:1]1[N:2]=[C:3]([C:10]2[CH:19]=[CH:18][C:17]3[C:12](=[C:13]([O:20][CH:21]4[CH2:27][CH2:26][CH2:25][NH:24][CH2:23][CH:22]4[F:35])[CH:14]=[CH:15][CH:16]=3)[N:11]=2)[N:4]2[CH:9]=[CH:8][CH:7]=[CH:6][C:5]=12. (2) Given the reactants [O:1]1[C:5]2[CH:6]=[CH:7][C:8]([NH:10][C:11](SC)=[C:12]([S:15]([C:18]3[CH:23]=[CH:22][C:21]([Cl:24])=[CH:20][CH:19]=3)(=[O:17])=[O:16])[C:13]#[N:14])=[CH:9][C:4]=2[O:3][CH2:2]1.[CH:27]1([NH2:31])[CH2:30][CH2:29][CH2:28]1, predict the reaction product. The product is: [O:1]1[C:5]2[CH:6]=[CH:7][C:8]([NH:10][C:11]([NH:31][CH:27]3[CH2:30][CH2:29][CH2:28]3)=[C:12]([S:15]([C:18]3[CH:23]=[CH:22][C:21]([Cl:24])=[CH:20][CH:19]=3)(=[O:17])=[O:16])[C:13]#[N:14])=[CH:9][C:4]=2[O:3][CH2:2]1. (3) Given the reactants C1(P(C2CCCCC2)C2C=CC=CC=2C2C(OC)=CC=CC=2OC)CCCCC1.P([O-])([O-])([O-])=O.[K+].[K+].[K+].[CH3:38][O:39][C:40](=[O:50])[CH2:41][C:42]1[CH:47]=[CH:46][C:45](Cl)=[CH:44][C:43]=1[F:49].[CH2:51]([C:53]([C:72]1[CH:77]=[CH:76][C:75]([CH2:78][CH2:79][C:80]([C:86]([F:89])([F:88])[F:87])([OH:85])[C:81]([F:84])([F:83])[F:82])=[C:74]([CH3:90])[CH:73]=1)([C:56]1[CH:61]=[CH:60][C:59](B2OC(C)(C)C(C)(C)O2)=[C:58]([CH3:71])[CH:57]=1)[CH2:54][CH3:55])[CH3:52], predict the reaction product. The product is: [CH3:38][O:39][C:40](=[O:50])[CH2:41][C:42]1[CH:47]=[CH:46][C:45]([C:59]2[CH:60]=[CH:61][C:56]([C:53]([CH2:54][CH3:55])([C:72]3[CH:77]=[CH:76][C:75]([CH2:78][CH2:79][C:80]([OH:85])([C:86]([F:88])([F:89])[F:87])[C:81]([F:84])([F:83])[F:82])=[C:74]([CH3:90])[CH:73]=3)[CH2:51][CH3:52])=[CH:57][C:58]=2[CH3:71])=[CH:44][C:43]=1[F:49]. (4) Given the reactants [C:1]([N:8]1[CH2:13][CH2:12][CH:11]([OH:14])[CH2:10][CH2:9]1)([O:3][C:4]([CH3:7])([CH3:6])[CH3:5])=[O:2].C(N(CC)CC)C.[CH3:22][S:23](Cl)(=[O:25])=[O:24].C(OCC)(=O)C, predict the reaction product. The product is: [CH3:22][S:23]([O:14][CH:11]1[CH2:12][CH2:13][N:8]([C:1]([O:3][C:4]([CH3:7])([CH3:6])[CH3:5])=[O:2])[CH2:9][CH2:10]1)(=[O:25])=[O:24]. (5) Given the reactants [CH3:1][C:2]1[CH:3]=[CH:4][CH:5]=[CH:6][C:7]=1[O:8][C@@H:9]([C:14]1[CH:15]=[CH:16][CH:17]=[CH:18][CH:19]=1)[CH2:10][CH2:11][NH:12][CH3:13].C([O-])(=O)[C@H](C1C=CC=CC=1)O.C(OCCCC)(=O)C.[ClH:39], predict the reaction product. The product is: [CH3:1][C:2]1[CH:3]=[CH:4][CH:5]=[CH:6][C:7]=1[O:8][C@@H:9]([C:14]1[CH:19]=[CH:18][CH:17]=[CH:16][CH:15]=1)[CH2:10][CH2:11][NH:12][CH3:13].[ClH:39]. (6) Given the reactants [CH3:1][C:2]1[O:3][C:4]2[CH:13]=[C:12]([O:14][C:15]3[CH:20]=[CH:19][N:18]=[C:17]4[CH:21]=[CH:22][S:23][C:16]=34)[CH:11]=[CH:10][C:5]=2[C:6]=1[C:7](Cl)=[O:8].[CH:24]([O:27][CH2:28][CH2:29][NH2:30])([CH3:26])[CH3:25], predict the reaction product. The product is: [CH:24]([O:27][CH2:28][CH2:29][NH:30][C:7]([C:6]1[C:5]2[CH:10]=[CH:11][C:12]([O:14][C:15]3[CH:20]=[CH:19][N:18]=[C:17]4[CH:21]=[CH:22][S:23][C:16]=34)=[CH:13][C:4]=2[O:3][C:2]=1[CH3:1])=[O:8])([CH3:26])[CH3:25]. (7) The product is: [C:33]([C:31]1[CH:32]=[C:28]([NH:27][C:25]([NH:24][CH2:23][C:22]2[CH:38]=[C:39]([F:42])[CH:40]=[CH:41][C:21]=2[O:20][C:16]2[CH:15]=[C:14]3[C:19](=[CH:18][CH:17]=2)[N:11]([CH2:10][C:9]([OH:8])([CH3:44])[CH3:43])[N:12]=[CH:13]3)=[O:26])[N:29]([CH3:37])[N:30]=1)([CH3:36])([CH3:34])[CH3:35]. Given the reactants [Si]([O:8][C:9]([CH3:44])([CH3:43])[CH2:10][N:11]1[C:19]2[C:14](=[CH:15][C:16]([O:20][C:21]3[CH:41]=[CH:40][C:39]([F:42])=[CH:38][C:22]=3[CH2:23][NH:24][C:25]([NH:27][C:28]3[N:29]([CH3:37])[N:30]=[C:31]([C:33]([CH3:36])([CH3:35])[CH3:34])[CH:32]=3)=[O:26])=[CH:17][CH:18]=2)[CH:13]=[N:12]1)(C(C)(C)C)(C)C.CCCC[N+](CCCC)(CCCC)CCCC.[F-].[NH4+].[Cl-], predict the reaction product. (8) Given the reactants Cl.C([N:9]1[CH2:13][C@@H:12]([S:14][C:15]([CH3:18])([CH3:17])[CH3:16])[C@H:11]([NH:19][S:20]([C:23]2[CH:28]=[CH:27][C:26]([C:29]3[CH:34]=[CH:33][CH:32]=[CH:31][CH:30]=3)=[CH:25][CH:24]=2)(=[O:22])=[O:21])[CH2:10]1)(OC(C)(C)C)=O.C(N(CC)CC)C.C1C=CC2N(O)N=NC=2C=1.O.[C:53]([O:57][C:58]([NH:60][CH2:61][CH2:62][CH2:63][CH2:64][CH2:65][C:66](O)=[O:67])=[O:59])([CH3:56])([CH3:55])[CH3:54].C1CCC(N=C=NC2CCCCC2)CC1, predict the reaction product. The product is: [C:53]([O:57][C:58]([NH:60][CH2:61][CH2:62][CH2:63][CH2:64][CH2:65][C:66]([N:9]1[CH2:13][C@@H:12]([S:14][C:15]([CH3:17])([CH3:18])[CH3:16])[C@H:11]([NH:19][S:20]([C:23]2[CH:24]=[CH:25][C:26]([C:29]3[CH:34]=[CH:33][CH:32]=[CH:31][CH:30]=3)=[CH:27][CH:28]=2)(=[O:22])=[O:21])[CH2:10]1)=[O:67])=[O:59])([CH3:56])([CH3:55])[CH3:54]. (9) Given the reactants [CH3:1][C:2]1[CH:7]=[CH:6][C:5]([S:8]([O:11][C:12]2[CH:16]=[C:15]([CH:17]3[CH2:22][CH2:21][N:20](C(OC(C)(C)C)=O)[CH2:19][CH2:18]3)[O:14][N:13]=2)(=[O:10])=[O:9])=[CH:4][CH:3]=1.[ClH:30], predict the reaction product. The product is: [ClH:30].[CH3:1][C:2]1[CH:7]=[CH:6][C:5]([S:8]([O:11][C:12]2[CH:16]=[C:15]([CH:17]3[CH2:22][CH2:21][NH:20][CH2:19][CH2:18]3)[O:14][N:13]=2)(=[O:10])=[O:9])=[CH:4][CH:3]=1. (10) Given the reactants [CH2:1]([O:8][C:9]1[C:14]2[N:15]([CH2:19][CH2:20][O:21][CH3:22])[C:16]([CH3:18])=[N:17][C:13]=2[CH:12]=[C:11]([C:23]([OH:25])=O)[CH:10]=1)[C:2]1[CH:7]=[CH:6][CH:5]=[CH:4][CH:3]=1.[CH3:26][NH:27][CH2:28][CH2:29][OH:30], predict the reaction product. The product is: [CH2:1]([O:8][C:9]1[C:14]2[N:15]([CH2:19][CH2:20][O:21][CH3:22])[C:16]([CH3:18])=[N:17][C:13]=2[CH:12]=[C:11]([C:23]([N:27]([CH2:28][CH2:29][OH:30])[CH3:26])=[O:25])[CH:10]=1)[C:2]1[CH:3]=[CH:4][CH:5]=[CH:6][CH:7]=1.